Dataset: Catalyst prediction with 721,799 reactions and 888 catalyst types from USPTO. Task: Predict which catalyst facilitates the given reaction. (1) Reactant: [H-].[Na+].[C:3]([O:7][C:8]([N:10]1[CH2:16][CH2:15][C:14]2[CH:17]=[C:18]([OH:21])[CH:19]=[CH:20][C:13]=2[CH2:12][CH2:11]1)=[O:9])([CH3:6])([CH3:5])[CH3:4].Cl[C:23]1[N:24]=[CH:25][C:26]([C:29]([O:31][CH3:32])=[O:30])=[N:27][CH:28]=1. Product: [CH3:32][O:31][C:29]([C:26]1[N:27]=[CH:28][C:23]([O:21][C:18]2[CH:19]=[CH:20][C:13]3[CH2:12][CH2:11][N:10]([C:8]([O:7][C:3]([CH3:6])([CH3:4])[CH3:5])=[O:9])[CH2:16][CH2:15][C:14]=3[CH:17]=2)=[N:24][CH:25]=1)=[O:30]. The catalyst class is: 9. (2) Reactant: S([O-])([O-])(=O)=O.[Mg+2].OS(O)(=O)=O.[Br:12][C:13]1[CH:14]=[CH:15][C:16]([CH3:22])=[C:17]([CH:21]=1)[C:18]([OH:20])=[O:19].[C:23](O)([CH3:26])([CH3:25])[CH3:24].C(=O)(O)[O-].[Na+]. Product: [C:23]([O:19][C:18](=[O:20])[C:17]1[CH:21]=[C:13]([Br:12])[CH:14]=[CH:15][C:16]=1[CH3:22])([CH3:26])([CH3:25])[CH3:24]. The catalyst class is: 4. (3) Reactant: [C:1](=[O:16])([O:9][C:10]1[CH:15]=[CH:14][CH:13]=[CH:12][CH:11]=1)OC1C=CC=CC=1.[NH2:17][C@H:18]([C:26]([O-:28])=[O:27])[CH2:19]C1C=CC=CC=1.C([P+](CCCC)(CCCC)CCCC)CCC.Cl. Product: [O:9]([C:1]([NH:17][C@H:18]([C:26]([OH:28])=[O:27])[CH3:19])=[O:16])[C:10]1[CH:11]=[CH:12][CH:13]=[CH:14][CH:15]=1. The catalyst class is: 10. (4) Reactant: [C:1]([C:3]1[CH:8]=[CH:7][C:6]([C:9]2[CH:10]=[N:11][N:12]3[CH:17]=[CH:16][C:15]([C:18]4[CH:26]=[CH:25][C:21]([C:22](O)=[O:23])=[CH:20][CH:19]=4)=[N:14][C:13]=23)=[CH:5][CH:4]=1)#[N:2].C[N:28]1[CH2:33][CH2:32][O:31][CH2:30][CH2:29]1.CN(C(ON1N=NC2C=CC=NC1=2)=[N+](C)C)C.F[P-](F)(F)(F)(F)F.O1CCCNCC1. Product: [N:28]1([C:22]([C:21]2[CH:20]=[CH:19][C:18]([C:15]3[CH:16]=[CH:17][N:12]4[N:11]=[CH:10][C:9]([C:6]5[CH:7]=[CH:8][C:3]([C:1]#[N:2])=[CH:4][CH:5]=5)=[C:13]4[N:14]=3)=[CH:26][CH:25]=2)=[O:23])[CH2:33][CH2:32][O:31][CH2:30][CH2:29]1. The catalyst class is: 31. (5) Reactant: [Cl:1][C:2]1[CH:7]=[C:6]([N+:8]([O-:10])=[O:9])[CH:5]=[CH:4][C:3]=1[OH:11].Cl.Cl[CH2:14][C:15]1[CH:24]=[CH:23][C:22]2[C:17](=[CH:18][CH:19]=[CH:20][CH:21]=2)[N:16]=1.C([O-])([O-])=O.[K+].[K+].CC(N(C)C)=O. Product: [Cl:1][C:2]1[CH:7]=[C:6]([N+:8]([O-:10])=[O:9])[CH:5]=[CH:4][C:3]=1[O:11][CH2:14][C:15]1[CH:24]=[CH:23][C:22]2[C:17](=[CH:18][CH:19]=[CH:20][CH:21]=2)[N:16]=1. The catalyst class is: 210. (6) The catalyst class is: 5. Reactant: [CH3:1][C:2]1[O:6][C:5]([C:7]2[CH:12]=[CH:11][CH:10]=[CH:9][CH:8]=2)=[N:4][C:3]=1[CH2:13][O:14][C:15]1[CH:16]=[C:17]([CH2:21][O:22][C:23]2[CH:28]=[CH:27][C:26]([CH2:29][C:30]([O:32]C)=[O:31])=[CH:25][CH:24]=2)[CH:18]=[N:19][CH:20]=1.O1CCCC1.[OH-].[Na+].Cl. Product: [CH3:1][C:2]1[O:6][C:5]([C:7]2[CH:8]=[CH:9][CH:10]=[CH:11][CH:12]=2)=[N:4][C:3]=1[CH2:13][O:14][C:15]1[CH:16]=[C:17]([CH2:21][O:22][C:23]2[CH:24]=[CH:25][C:26]([CH2:29][C:30]([OH:32])=[O:31])=[CH:27][CH:28]=2)[CH:18]=[N:19][CH:20]=1. (7) Reactant: [CH3:1][O:2][C:3]([CH:5]1[CH2:10][N:9]([C:11]([O:13][C:14]([CH3:17])([CH3:16])[CH3:15])=[O:12])[CH2:8][CH2:7][N:6]1[C:18]([O:20][CH2:21][C:22]1[CH:27]=[CH:26][CH:25]=[CH:24][CH:23]=1)=[O:19])=[O:4].CN(C)C=O.C[Si]([N-][Si](C)(C)C)(C)C.[Na+].[CH2:43](Br)[C:44]1[CH:49]=[CH:48][CH:47]=[CH:46][CH:45]=1. Product: [CH3:1][O:2][C:3]([C:5]1([CH2:43][C:44]2[CH:49]=[CH:48][CH:47]=[CH:46][CH:45]=2)[CH2:10][N:9]([C:11]([O:13][C:14]([CH3:17])([CH3:15])[CH3:16])=[O:12])[CH2:8][CH2:7][N:6]1[C:18]([O:20][CH2:21][C:22]1[CH:27]=[CH:26][CH:25]=[CH:24][CH:23]=1)=[O:19])=[O:4]. The catalyst class is: 7. (8) Reactant: [OH-].[Na+].[F:3][C:4]1[CH:39]=[CH:38][CH:37]=[C:36]([F:40])[C:5]=1[C:6]([NH:8][C@@H:9]([CH2:15][C:16]1[CH:21]=[CH:20][C:19]([C:22]2[C:27]([O:28][CH3:29])=[CH:26][C:25]([CH2:30][O:31][CH2:32][CH3:33])=[CH:24][C:23]=2[O:34][CH3:35])=[CH:18][CH:17]=1)[C:10]([O:12]CC)=[O:11])=[O:7].Cl. Product: [F:3][C:4]1[CH:39]=[CH:38][CH:37]=[C:36]([F:40])[C:5]=1[C:6]([NH:8][C@@H:9]([CH2:15][C:16]1[CH:17]=[CH:18][C:19]([C:22]2[C:23]([O:34][CH3:35])=[CH:24][C:25]([CH2:30][O:31][CH2:32][CH3:33])=[CH:26][C:27]=2[O:28][CH3:29])=[CH:20][CH:21]=1)[C:10]([OH:12])=[O:11])=[O:7]. The catalyst class is: 132. (9) Reactant: F[C:2]1[CH:7]=[CH:6][C:5]([N+:8]([O-:10])=[O:9])=[C:4]([C:11]([F:14])([F:13])[F:12])[CH:3]=1.[C@H:15]1([OH:22])[CH2:20][CH2:19][C@H:18]([OH:21])[CH2:17][CH2:16]1.[H-].[Na+].O. Product: [N+:8]([C:5]1[CH:6]=[CH:7][C:2]([O:21][CH:18]2[CH2:19][CH2:20][CH:15]([OH:22])[CH2:16][CH2:17]2)=[CH:3][C:4]=1[C:11]([F:14])([F:13])[F:12])([O-:10])=[O:9]. The catalyst class is: 16.